Dataset: Full USPTO retrosynthesis dataset with 1.9M reactions from patents (1976-2016). Task: Predict the reactants needed to synthesize the given product. (1) Given the product [F:1][C:2]1[CH:3]=[C:4]([CH:29]=[C:30]([N:32]2[CH2:37][CH2:36][CH2:35][CH2:34][CH2:33]2)[CH:31]=1)[C:5]([NH:7][C:8]1[C:17]2[C:12](=[CH:13][CH:14]=[CH:15][CH:16]=2)[C:11]([O:18][C:19]2[CH:24]=[CH:23][N:22]=[C:21]([NH:43][CH:41]([CH3:42])[CH2:40][O:39][CH3:38])[N:20]=2)=[CH:10][CH:9]=1)=[O:6], predict the reactants needed to synthesize it. The reactants are: [F:1][C:2]1[CH:3]=[C:4]([CH:29]=[C:30]([N:32]2[CH2:37][CH2:36][CH2:35][CH2:34][CH2:33]2)[CH:31]=1)[C:5]([NH:7][C:8]1[C:17]2[C:12](=[CH:13][CH:14]=[CH:15][CH:16]=2)[C:11]([O:18][C:19]2[CH:24]=[CH:23][N:22]=[C:21](S(C)(=O)=O)[N:20]=2)=[CH:10][CH:9]=1)=[O:6].[CH3:38][O:39][CH2:40][CH:41]([NH2:43])[CH3:42]. (2) Given the product [NH2:25][C@H:17]1[CH2:16][CH2:15][C:14]2[C:13]([S:10]([NH:9][C:4]3[CH:5]=[C:6]([Cl:8])[CH:7]=[C:2]([Cl:1])[CH:3]=3)(=[O:11])=[O:12])=[CH:22][CH:21]=[C:20]([O:23][CH3:24])[C:19]=2[CH2:18]1, predict the reactants needed to synthesize it. The reactants are: [Cl:1][C:2]1[CH:3]=[C:4]([NH:9][S:10]([C:13]2[CH:22]=[CH:21][C:20]([O:23][CH3:24])=[C:19]3[C:14]=2[CH2:15][CH2:16][C@H:17]([NH:25]C(=O)C(F)(F)F)[CH2:18]3)(=[O:12])=[O:11])[CH:5]=[C:6]([Cl:8])[CH:7]=1.[OH-].[Na+].Cl. (3) Given the product [CH3:3][C:2]1([CH3:4])[C:5]([CH3:7])([CH3:6])[O:8][B:27]([C:18]2[CH:19]=[C:20]([C:23]([F:26])([F:25])[F:24])[CH:21]=[CH:22][C:17]=2[O:16][CH2:9][C:10]2[CH:11]=[CH:12][CH:13]=[CH:14][CH:15]=2)[O:1]1, predict the reactants needed to synthesize it. The reactants are: [OH:1][C:2]([C:5]([OH:8])([CH3:7])[CH3:6])([CH3:4])[CH3:3].[CH2:9]([O:16][C:17]1[CH:22]=[CH:21][C:20]([C:23]([F:26])([F:25])[F:24])=[CH:19][C:18]=1[B:27](O)O)[C:10]1[CH:15]=[CH:14][CH:13]=[CH:12][CH:11]=1. (4) Given the product [Cl:1][C:2]1[CH:3]=[C:4]2[NH:22][C:21]([O:31][C@H:32]3[C@H:36]4[O:37][CH2:38][C@@H:39]([OH:40])[C@H:35]4[O:34][CH2:33]3)=[N:20][C:5]2=[N:6][C:7]=1[N:8]1[CH2:13][CH2:12][CH:11]([C:14]2[CH:19]=[CH:18][CH:17]=[CH:16][CH:15]=2)[CH2:10][CH2:9]1, predict the reactants needed to synthesize it. The reactants are: [Cl:1][C:2]1[CH:3]=[C:4]2[N:22](COCC[Si](C)(C)C)[C:21]([O:31][C@H:32]3[C@H:36]4[O:37][CH2:38][C@@H:39]([OH:40])[C@H:35]4[O:34][CH2:33]3)=[N:20][C:5]2=[N:6][C:7]=1[N:8]1[CH2:13][CH2:12][CH:11]([C:14]2[CH:19]=[CH:18][CH:17]=[CH:16][CH:15]=2)[CH2:10][CH2:9]1.FC(F)(F)C(O)=O.